Dataset: Forward reaction prediction with 1.9M reactions from USPTO patents (1976-2016). Task: Predict the product of the given reaction. (1) Given the reactants [CH2:1]([C:9]([CH2:20][CH2:21][CH2:22][C:23]([F:29])([F:28])[C:24]([F:27])([F:26])[F:25])(C(OCC)=O)[C:10]([O:12][CH2:13][CH3:14])=[O:11])[CH2:2][CH2:3][CH2:4][CH2:5][CH2:6][CH:7]=[CH2:8].[Cl-].[Li+].O.CS(C)=O, predict the reaction product. The product is: [F:28][C:23]([F:29])([C:24]([F:25])([F:26])[F:27])[CH2:22][CH2:21][CH2:20][CH:9]([CH2:1][CH2:2][CH2:3][CH2:4][CH2:5][CH2:6][CH:7]=[CH2:8])[C:10]([O:12][CH2:13][CH3:14])=[O:11]. (2) Given the reactants Cl[C:2]1[N:7]=[C:6]([CH2:8][CH2:9][C:10]2[CH:15]=[CH:14][CH:13]=[CH:12][C:11]=2[CH:16]([CH3:20])[C:17]([NH2:19])=[O:18])[C:5]([Cl:21])=[CH:4][N:3]=1.[NH2:22][C:23]1[CH:28]=[CH:27][N:26]=[N:25][CH:24]=1.CC1(C)C2C(=C(P(C3C=CC=CC=3)C3C=CC=CC=3)C=CC=2)OC2C(P(C3C=CC=CC=3)C3C=CC=CC=3)=CC=CC1=2.C([O-])([O-])=O.[Cs+].[Cs+], predict the reaction product. The product is: [Cl:21][C:5]1[C:6]([CH2:8][CH2:9][C:10]2[CH:15]=[CH:14][CH:13]=[CH:12][C:11]=2[CH:16]([CH3:20])[C:17]([NH2:19])=[O:18])=[N:7][C:2]([NH:22][C:23]2[CH:28]=[CH:27][N:26]=[N:25][CH:24]=2)=[N:3][CH:4]=1. (3) Given the reactants [O:1]=[C:2]([N:26]1[CH2:31][CH2:30][N:29]([C:32](=[O:43])[C:33]2[CH:38]=[CH:37][CH:36]=[CH:35][C:34]=2[C:39]([F:42])([F:41])[F:40])[CH2:28][CH2:27]1)[CH2:3][NH:4][C:5]([C:7]1[CH:11]=[C:10]([C:12]2[CH:17]=[CH:16][CH:15]=[C:14]([O:18]CC3C=CC=CC=3)[CH:13]=2)[NH:9][N:8]=1)=[O:6], predict the reaction product. The product is: [O:1]=[C:2]([N:26]1[CH2:27][CH2:28][N:29]([C:32](=[O:43])[C:33]2[CH:38]=[CH:37][CH:36]=[CH:35][C:34]=2[C:39]([F:40])([F:42])[F:41])[CH2:30][CH2:31]1)[CH2:3][NH:4][C:5]([C:7]1[CH:11]=[C:10]([C:12]2[CH:17]=[CH:16][CH:15]=[C:14]([OH:18])[CH:13]=2)[NH:9][N:8]=1)=[O:6]. (4) The product is: [Br-:3].[CH3:15][O:14][C:12]([C:11]1[CH:16]=[CH:17][C:8]([CH2:7][Zn+:1])=[CH:9][CH:10]=1)=[O:13]. Given the reactants [Zn:1].Cl.[Br:3]CBr.Br[CH2:7][C:8]1[CH:17]=[CH:16][C:11]([C:12]([O:14][CH3:15])=[O:13])=[CH:10][CH:9]=1, predict the reaction product. (5) Given the reactants [CH3:1][O:2][C:3]1[CH:10]=[CH:9][C:6]([CH:7]=O)=[CH:5][CH:4]=1.[CH3:11][C@@H:12]1[C:18]2[CH:19]=[C:20]([C:23]([O:25][CH2:26][CH3:27])=[O:24])[CH:21]=[CH:22][C:17]=2[O:16][CH2:15][CH2:14][NH:13]1, predict the reaction product. The product is: [CH3:1][O:2][C:3]1[CH:10]=[CH:9][C:6]([CH2:7][N:13]2[C@H:12]([CH3:11])[C:18]3[CH:19]=[C:20]([C:23]([O:25][CH2:26][CH3:27])=[O:24])[CH:21]=[CH:22][C:17]=3[O:16][CH2:15][CH2:14]2)=[CH:5][CH:4]=1. (6) Given the reactants [CH2:1]([N:3]1[C:7]2=[N:8][C:9]([CH2:48][CH3:49])=[C:10]([CH2:19][NH:20][C:21]([C:23]3[CH:28]=[CH:27][CH:26]=[C:25]([C:29]([NH:31][CH2:32][C:33]4[CH:34]=[C:35]([C:40]5[CH:45]=[CH:44][CH:43]=[C:42]([CH:46]=O)[CH:41]=5)[C:36]([F:39])=[CH:37][CH:38]=4)=[O:30])[N:24]=3)=[O:22])[C:11]([NH:12][CH:13]3[CH2:18][CH2:17][O:16][CH2:15][CH2:14]3)=[C:6]2[CH:5]=[N:4]1)[CH3:2].[CH3:50][C@@H:51]1[CH2:56][NH:55][CH2:54][C@H:53]([CH3:57])[NH:52]1.C(O)(=O)C, predict the reaction product. The product is: [CH2:1]([N:3]1[C:7]2=[N:8][C:9]([CH2:48][CH3:49])=[C:10]([CH2:19][NH:20][C:21]([C:23]3[CH:28]=[CH:27][CH:26]=[C:25]([C:29]([NH:31][CH2:32][C:33]4[CH:34]=[C:35]([C:40]5[CH:45]=[CH:44][CH:43]=[C:42]([CH2:46][N:55]6[CH2:54][C@H:53]([CH3:57])[NH:52][C@H:51]([CH3:50])[CH2:56]6)[CH:41]=5)[C:36]([F:39])=[CH:37][CH:38]=4)=[O:30])[N:24]=3)=[O:22])[C:11]([NH:12][CH:13]3[CH2:18][CH2:17][O:16][CH2:15][CH2:14]3)=[C:6]2[CH:5]=[N:4]1)[CH3:2]. (7) The product is: [ClH:52].[ClH:52].[CH3:1][S:2][C:3]1[CH:4]=[C:5]([N:6]([CH:7]2[CH2:8][CH2:9][N:10]([CH2:13][C:14]3[CH:19]=[CH:18][N:17]=[C:16]([C:20]4[CH:21]=[C:22]([O:30][CH3:31])[C:23]([O:28][CH3:29])=[C:24]([O:26][CH3:27])[CH:25]=4)[CH:15]=3)[CH2:11][CH2:12]2)[CH2:51][C:50]2[CH:53]=[CH:54][C:47]([C:39]3[CH:40]=[C:41]([O:45][CH3:46])[C:42]([O:43][CH3:44])=[C:37]([O:36][CH3:35])[CH:38]=3)=[CH:48][CH:49]=2)[CH:32]=[CH:33][CH:34]=1. Given the reactants [CH3:1][S:2][C:3]1[CH:4]=[C:5]([CH:32]=[CH:33][CH:34]=1)[NH:6][CH:7]1[CH2:12][CH2:11][N:10]([CH2:13][C:14]2[CH:19]=[CH:18][N:17]=[C:16]([C:20]3[CH:25]=[C:24]([O:26][CH3:27])[C:23]([O:28][CH3:29])=[C:22]([O:30][CH3:31])[CH:21]=3)[CH:15]=2)[CH2:9][CH2:8]1.[CH3:35][O:36][C:37]1[CH:38]=[C:39]([C:47]2[CH:54]=[CH:53][C:50]([CH2:51][Cl:52])=[CH:49][CH:48]=2)[CH:40]=[C:41]([O:45][CH3:46])[C:42]=1[O:43][CH3:44], predict the reaction product. (8) Given the reactants [C:1]([O:5][C:6](=[O:23])[NH:7][C@H:8]1[CH2:13][C:12](=[O:14])[CH2:11][O:10][C@@H:9]1[C:15]1[CH:20]=[C:19]([F:21])[CH:18]=[CH:17][C:16]=1[F:22])([CH3:4])([CH3:3])[CH3:2].B(F)(F)F.[CH3:28]COCC.C[Si](C=[N+]=[N-])(C)C.C1(C)C=CC(S([O-])(=O)=O)=CC=1.[NH+]1C=CC=CC=1, predict the reaction product. The product is: [C:1]([O:5][C:6](=[O:23])[NH:7][C@H:8]1[CH2:13][C:12](=[O:14])[CH2:11][CH2:28][O:10][C@@H:9]1[C:15]1[CH:20]=[C:19]([F:21])[CH:18]=[CH:17][C:16]=1[F:22])([CH3:2])([CH3:4])[CH3:3]. (9) Given the reactants [C:1]([C:5]1[CH:10]=[CH:9][N:8]=[C:7]([N:11]([CH3:20])[C:12]2[CH:17]=[CH:16][N:15]=[C:14]([S:18][CH3:19])[N:13]=2)[N:6]=1)([CH3:4])([CH3:3])[CH3:2].ClC1C=CC=C(C(OO)=[O:29])C=1, predict the reaction product. The product is: [C:1]([C:5]1[CH:10]=[CH:9][N:8]=[C:7]([N:11]([CH3:20])[C:12]2[CH:17]=[CH:16][N:15]=[C:14]([S:18]([CH3:19])=[O:29])[N:13]=2)[N:6]=1)([CH3:4])([CH3:2])[CH3:3]. (10) Given the reactants [NH2:1][C:2]1[N:7]=[CH:6][C:5]([CH:8]2[CH2:13][CH2:12][C:11](=O)[CH2:10][CH2:9]2)=[CH:4][CH:3]=1.[NH:15]1[CH2:18][CH:17]([NH:19][C:20]([CH2:22][NH:23][C:24](=[O:35])[C:25]2[CH:30]=[CH:29][CH:28]=[C:27]([C:31]([F:34])([F:33])[F:32])[CH:26]=2)=[O:21])[CH2:16]1, predict the reaction product. The product is: [NH2:1][C:2]1[N:7]=[CH:6][C:5]([CH:8]2[CH2:13][CH2:12][CH:11]([N:15]3[CH2:18][CH:17]([NH:19][C:20]([CH2:22][NH:23][C:24](=[O:35])[C:25]4[CH:30]=[CH:29][CH:28]=[C:27]([C:31]([F:34])([F:32])[F:33])[CH:26]=4)=[O:21])[CH2:16]3)[CH2:10][CH2:9]2)=[CH:4][CH:3]=1.